Dataset: Experimentally validated miRNA-target interactions with 360,000+ pairs, plus equal number of negative samples. Task: Binary Classification. Given a miRNA mature sequence and a target amino acid sequence, predict their likelihood of interaction. (1) The miRNA is hsa-miR-320c with sequence AAAAGCUGGGUUGAGAGGGU. The protein sequence of the target gene is MAAANPWDPASAPNGAGLVLGHFIASGMVNQEMLNMSKKTVSCFVNFTRLQQITNIQAEIYQKNLEIELLKLEKDTADVVHPFFLAQKCHTLQSMNNHLEAVLKEKRSLRQRLLKPMCQENLPIEAVYHRYMVHLLELAVTFIERLETHLETIRNIPHLAANLKKMNQALAKMDILVTETEELAENILKWRKQQNEVSSCIPKILAEESYLYKHDIIMPPLPFTSKVHVQTINAK. Result: 0 (no interaction). (2) The miRNA is mmu-miR-467d-3p with sequence AUAUACAUACACACACCUACAC. The protein sequence of the target gene is MGGVGEPGPREGPAQPGAPLPTFCWEQIRAHDQPGDKWLVIERRVYDISRWAQRHPGGSRLIGHHGAEDATDAFRAFHQDLNFVRKFLQPLLIGELAPEEPSQDGPLNAQLVEDFRALHQAAEDMKLFDASPTFFAFLLGHILAMEVLAWLLIYLLGPGWVPSALAAFILAISQAQSWCLQHDLGHASIFKKSWWNHVAQKFVMGQLKGFSAHWWNFRHFQHHAKPNIFHKDPDVTVAPVFLLGESSVEYGKKKRRYLPYNQQHLYFFLIGPPLLTLVNFEVENLAYMLVCMQWADLLWA.... Result: 0 (no interaction). (3) The miRNA is cel-miR-39-3p with sequence UCACCGGGUGUAAAUCAGCUUG. The protein sequence of the target gene is MAFVTRQFMRSVSSSSTASASAKKIIVKHVTVIGGGLMGAGIAQVAAATGHTVVLVDQTEDILAKSKKGIEESLRKVAKKKFAENLKAGDEFVEKTLSTIATSTDAASVVHSTDLVVEAIVENLKVKNELFKRLDKFAAEHTIFASNTSSLQITSIANATTRQDRFAGLHFFNPVPVMKLVEVIKTPMTSQKTFESLVDFSKALGKHPVSCKDTPGFIVNRLLVPYLMEAIRLYERGDASKEDIDTAMKLGAGYPMGPFELLDYVGLDTTKFIVDGWHEMDAENPLHQPSPSLNKLVAEN.... Result: 0 (no interaction). (4) The miRNA is hsa-miR-500b-3p with sequence GCACCCAGGCAAGGAUUCUG. The protein sequence of the target gene is MVSAAAPSLLILLLLLLGSVPATDARSVPLKATFLEDVAGSGEAEGSSASSPSLPPPWTPALSPTSMGPQPITLGGPSPPTNFLDGIVDFFRQYVMLIAVVGSLAFLLMFIVCAAVITRQKQKASAYYPSSFPKKKYVDQSDRAGGPRAFSEVPDRAPDSRPEEALDSSRQLQADILAATQNLKSPTRAALGGGDGARMVEGRGAEEEEKGSQEGDQEVQGHGVPVETPEAQEEPCSGVLEGAVVAGEGQGELEGSLLLAQEAQGPVGPPESPCACSSVHPSV. Result: 1 (interaction). (5) The miRNA is hsa-miR-7111-3p with sequence AUCCUCUCUUCCCUCCUCCCAG. The protein sequence of the target gene is MPGCRISACGPGAQEGTAEQRSPPPPWDPMPSSQPPPPTPTLTPTPTPGQSPPLPDAAGASAGAAEDQELQRWRQGASGIAGLAGPGGGSGAAAGAGGRALELAEARRRLLEVEGRRRLVSELESRVLQLHRVFLAAELRLAHRAESLSRLSGGVAQAELYLAAHGSRLKKGPRRGRRGRPPALLASALGLGGCVPWGAGRLRRGHGPEPDSPFRRSPPRGPASPQR. Result: 0 (no interaction). (6) The miRNA is hsa-miR-193b-5p with sequence CGGGGUUUUGAGGGCGAGAUGA. The protein sequence of the target gene is MPTNGLHQVLKIQFGLVNDTDRYLTAESFGFKVNASAPSLKRKQTWVLEPDPGQGTAVLLRSSHLGRYLSAEEDGRVACEAEQPGRDCRFLVLPQPDGRWVLRSEPHGRFFGGTEDQLSCFATAVSPAELWTVHLAIHPQAHLLSVSRRRYVHLCPREDEMAADGDKPWGVDALLTLIFRSRRYCLKSCDSRYLRSDGRLVWEPEPRACYTLEFKAGKLAFKDCDGHYLAPVGPAGTLKAGRNTRPGKDELFDLEESHPQVVLVAANHRYVSVRQGVNVSANQDDELDHETFLMQIDQET.... Result: 0 (no interaction).